Dataset: Reaction yield outcomes from USPTO patents with 853,638 reactions. Task: Predict the reaction yield, written as a fraction of the theoretical maximum amount of product (1.0 means a 100% yield; for example, 0.34 means a 34% yield). (1) The reactants are [CH:1]([N:4]1[C:8]([C:9]2[N:10]=[C:11]3[C:17]4[CH:18]=[CH:19][C:20]([C:22]5[CH:23]=[N:24][N:25]([C:27]([CH3:32])([CH3:31])[C:28](O)=[O:29])[CH:26]=5)=[CH:21][C:16]=4[O:15][CH2:14][CH2:13][N:12]3[CH:33]=2)=[N:7][C:6]([CH3:34])=[N:5]1)([CH3:3])[CH3:2].[NH4+].[Cl-].CC[N:39](C(C)C)C(C)C.C(=O)(O)[O-].[Na+]. The catalyst is CN(C=O)C. The product is [CH:1]([N:4]1[C:8]([C:9]2[N:10]=[C:11]3[C:17]4[CH:18]=[CH:19][C:20]([C:22]5[CH:23]=[N:24][N:25]([C:27]([CH3:32])([CH3:31])[C:28]([NH2:39])=[O:29])[CH:26]=5)=[CH:21][C:16]=4[O:15][CH2:14][CH2:13][N:12]3[CH:33]=2)=[N:7][C:6]([CH3:34])=[N:5]1)([CH3:2])[CH3:3]. The yield is 0.820. (2) The reactants are [CH2:1]([S:8][C:9]1[N:14]2[N:15]=[CH:16][C:17]([CH:18]=[C:19]3[NH:23][C:22](=[O:24])[NH:21][C:20]3=[O:25])=[C:13]2[N:12]=[C:11]([NH:26][C:27]2[CH:32]=[CH:31][CH:30]=[C:29]([Cl:33])[CH:28]=2)[CH:10]=1)[C:2]1[CH:7]=[CH:6][CH:5]=[CH:4][CH:3]=1.ClC1C=CC=C(C(OO)=[O:42])C=1. The catalyst is ClCCl. The product is [CH2:1]([S:8]([C:9]1[N:14]2[N:15]=[CH:16][C:17]([CH:18]=[C:19]3[NH:23][C:22](=[O:24])[NH:21][C:20]3=[O:25])=[C:13]2[N:12]=[C:11]([NH:26][C:27]2[CH:32]=[CH:31][CH:30]=[C:29]([Cl:33])[CH:28]=2)[CH:10]=1)=[O:42])[C:2]1[CH:7]=[CH:6][CH:5]=[CH:4][CH:3]=1. The yield is 1.00. (3) The reactants are [CH2:1]([C:3]1[C:7]2[CH:8]=[CH:9][CH:10]=[CH:11][C:6]=2[O:5][C:4]=1[CH:12]=O)[CH3:2].[CH3:14][NH2:15].[BH4-].[Na+]. The catalyst is CO. The product is [CH2:1]([C:3]1[C:7]2[CH:8]=[CH:9][CH:10]=[CH:11][C:6]=2[O:5][C:4]=1[CH2:12][NH:15][CH3:14])[CH3:2]. The yield is 0.890. (4) The catalyst is C1(C)C=CC=CC=1. The reactants are [S:1]1[C:5]2[CH:6]=[C:7]([NH2:10])[CH:8]=[CH:9][C:4]=2[N:3]=[CH:2]1.[F:11][C:12]([F:19])([F:18])[C:13](=[CH2:17])[C:14]([OH:16])=[O:15].C1(O)C=CC(O)=CC=1. The product is [S:1]1[C:5]2[CH:6]=[C:7]([NH:10][CH2:17][CH:13]([C:12]([F:19])([F:18])[F:11])[C:14]([OH:16])=[O:15])[CH:8]=[CH:9][C:4]=2[N:3]=[CH:2]1. The yield is 0.197.